This data is from Catalyst prediction with 721,799 reactions and 888 catalyst types from USPTO. The task is: Predict which catalyst facilitates the given reaction. (1) Reactant: [Cl:1][C:2]1[CH:7]=[CH:6][C:5]([NH:8][C:9](=[O:16])[O:10][CH2:11][C:12]2([CH3:15])[CH2:14][O:13]2)=[CH:4][CH:3]=1.[N+]([C:20]1[NH:21][CH:22]=[C:23]([N+:25]([O-:27])=[O:26])[N:24]=1)([O-])=O.C([O-])(=O)C.[Na+]. Product: [Cl:1][C:2]1[CH:3]=[CH:4][C:5]([NH:8][C:9](=[O:16])[O:10][CH2:11][C:12]2([CH3:15])[O:13][C:20]3=[N:24][C:23]([N+:25]([O-:27])=[O:26])=[CH:22][N:21]3[CH2:14]2)=[CH:6][CH:7]=1. The catalyst class is: 8. (2) Reactant: COC1C=CC(C[O:8][C:9]([C:11]2[CH:20]=[C:19]([O:21][CH2:22][C:23](=[O:35])[NH:24][C:25]3[CH:30]=[CH:29][CH:28]=[CH:27][C:26]=3[C:31]([O:33][CH3:34])=[O:32])[C:18]3[C:13](=[CH:14][C:15]([Cl:37])=[CH:16][C:17]=3[Cl:36])[CH:12]=2)=[O:10])=CC=1.C(O)(C(F)(F)F)=O. Product: [Cl:36][C:17]1[CH:16]=[C:15]([Cl:37])[CH:14]=[C:13]2[C:18]=1[C:19]([O:21][CH2:22][C:23](=[O:35])[NH:24][C:25]1[CH:30]=[CH:29][CH:28]=[CH:27][C:26]=1[C:31]([O:33][CH3:34])=[O:32])=[CH:20][C:11]([C:9]([OH:10])=[O:8])=[CH:12]2. The catalyst class is: 2. (3) Reactant: [C:1]([N:4]1[CH2:9][CH2:8][N:7]([C:10]2[CH:15]=[CH:14][C:13]([C:16](=[O:30])/[CH:17]=[CH:18]/[C:19]3[CH:24]=[CH:23][C:22](/[CH:25]=[CH:26]/[C:27]([OH:29])=O)=[CH:21][CH:20]=3)=[CH:12][CH:11]=2)[CH2:6][CH2:5]1)(=[O:3])[CH3:2].C1C=CC2[N:39]([OH:40])N=NC=2C=1.C(Cl)C[Cl:43].NOC1CCCCO1. Product: [ClH:43].[C:1]([N:4]1[CH2:5][CH2:6][N:7]([C:10]2[CH:11]=[CH:12][C:13]([C:16](=[O:30])/[CH:17]=[CH:18]/[C:19]3[CH:20]=[CH:21][C:22](/[CH:25]=[CH:26]/[C:27]([NH:39][OH:40])=[O:29])=[CH:23][CH:24]=3)=[CH:14][CH:15]=2)[CH2:8][CH2:9]1)(=[O:3])[CH3:2]. The catalyst class is: 118. (4) Reactant: [CH:1]([C@@H:3]1[C@@H:11]([C@:12]2([CH3:23])[C@@H:20]([CH:21]=[O:22])[CH2:19][C:15]3=[N:16][O:17][CH:18]=[C:14]3[CH2:13]2)[CH2:10][CH2:9][C@@:8]2([CH3:24])[C@H:4]1[CH2:5][CH2:6][C:7]2=[CH2:25])=[O:2].[BH4-].[Na+]. Product: [OH:22][CH2:21][C@H:20]1[CH2:19][C:15]2=[N:16][O:17][CH:18]=[C:14]2[CH2:13][C@@:12]1([C@H:11]1[CH2:10][CH2:9][C@@:8]2([CH3:24])[C@@H:4]([CH2:5][CH2:6][C:7]2=[CH2:25])[C@@H:3]1[CH2:1][OH:2])[CH3:23]. The catalyst class is: 36. (5) Reactant: [NH2:1][C:2]1[CH:7]=[CH:6][CH:5]=[C:4]([CH2:8][OH:9])[N:3]=1.Br[CH2:11][C:12](=O)[C:13]([O:15][CH2:16][CH3:17])=[O:14]. Product: [OH:9][CH2:8][C:4]1[N:3]2[CH:11]=[C:12]([C:13]([O:15][CH2:16][CH3:17])=[O:14])[N:1]=[C:2]2[CH:7]=[CH:6][CH:5]=1. The catalyst class is: 8.